From a dataset of Forward reaction prediction with 1.9M reactions from USPTO patents (1976-2016). Predict the product of the given reaction. Given the reactants [CH2:1]([O:3][C:4](=[O:24])[CH2:5][C:6]1[CH:7]=[N:8][CH:9]=[C:10]([C:12]2[CH:17]=[CH:16][C:15]([C:18]([F:21])([F:20])[F:19])=[CH:14][C:13]=2[CH:22]=O)[CH:11]=1)[CH3:2].[NH2:25][CH2:26][CH2:27][C:28]1[CH:33]=[CH:32][N:31]=[CH:30][CH:29]=1, predict the reaction product. The product is: [CH2:1]([O:3][C:4](=[O:24])[CH2:5][C:6]1[CH:7]=[N:8][CH:9]=[C:10]([C:12]2[CH:17]=[CH:16][C:15]([C:18]([F:20])([F:21])[F:19])=[CH:14][C:13]=2[CH2:22][NH:25][CH2:26][CH2:27][C:28]2[CH:33]=[CH:32][N:31]=[CH:30][CH:29]=2)[CH:11]=1)[CH3:2].